This data is from NCI-60 drug combinations with 297,098 pairs across 59 cell lines. The task is: Regression. Given two drug SMILES strings and cell line genomic features, predict the synergy score measuring deviation from expected non-interaction effect. (1) Drug 1: CC1=C(C=C(C=C1)C(=O)NC2=CC(=CC(=C2)C(F)(F)F)N3C=C(N=C3)C)NC4=NC=CC(=N4)C5=CN=CC=C5. Drug 2: CS(=O)(=O)CCNCC1=CC=C(O1)C2=CC3=C(C=C2)N=CN=C3NC4=CC(=C(C=C4)OCC5=CC(=CC=C5)F)Cl. Cell line: HT29. Synergy scores: CSS=-8.98, Synergy_ZIP=0.763, Synergy_Bliss=-7.34, Synergy_Loewe=-12.4, Synergy_HSA=-11.9. (2) Drug 1: CC1C(C(CC(O1)OC2CC(CC3=C2C(=C4C(=C3O)C(=O)C5=C(C4=O)C(=CC=C5)OC)O)(C(=O)CO)O)N)O.Cl. Drug 2: C1=NNC2=C1C(=O)NC=N2. Cell line: ACHN. Synergy scores: CSS=6.18, Synergy_ZIP=-3.70, Synergy_Bliss=-3.24, Synergy_Loewe=-0.901, Synergy_HSA=-0.787. (3) Drug 2: C1CN(P(=O)(OC1)NCCCl)CCCl. Drug 1: CCCCC(=O)OCC(=O)C1(CC(C2=C(C1)C(=C3C(=C2O)C(=O)C4=C(C3=O)C=CC=C4OC)O)OC5CC(C(C(O5)C)O)NC(=O)C(F)(F)F)O. Synergy scores: CSS=65.8, Synergy_ZIP=-0.961, Synergy_Bliss=-4.12, Synergy_Loewe=-45.1, Synergy_HSA=-5.53. Cell line: HL-60(TB). (4) Drug 1: CC=C1C(=O)NC(C(=O)OC2CC(=O)NC(C(=O)NC(CSSCCC=C2)C(=O)N1)C(C)C)C(C)C. Drug 2: C1=NNC2=C1C(=O)NC=N2. Cell line: HOP-92. Synergy scores: CSS=46.6, Synergy_ZIP=1.92, Synergy_Bliss=2.21, Synergy_Loewe=-40.1, Synergy_HSA=0.183.